From a dataset of Catalyst prediction with 721,799 reactions and 888 catalyst types from USPTO. Predict which catalyst facilitates the given reaction. (1) Reactant: [N+:1]([C:4]1[CH:30]=[CH:29][C:7]([C:8]([O:10][CH2:11][CH2:12][CH2:13][CH2:14][CH2:15][CH2:16][CH2:17][CH2:18][CH2:19][CH2:20][CH2:21][CH2:22][CH2:23][CH2:24][CH2:25][CH2:26][CH2:27][CH3:28])=[O:9])=[CH:6][CH:5]=1)([O-])=O. Product: [NH2:1][C:4]1[CH:5]=[CH:6][C:7]([C:8]([O:10][CH2:11][CH2:12][CH2:13][CH2:14][CH2:15][CH2:16][CH2:17][CH2:18][CH2:19][CH2:20][CH2:21][CH2:22][CH2:23][CH2:24][CH2:25][CH2:26][CH2:27][CH3:28])=[O:9])=[CH:29][CH:30]=1. The catalyst class is: 612. (2) Reactant: C([N:4]1[CH2:9][CH2:8][O:7][C:6]2[CH:10]=[CH:11][C:12]([C:14]3[S:15][C:16]([N:24]([CH3:34])[CH2:25][CH2:26][O:27][C:28]4[CH:33]=[CH:32][CH:31]=[CH:30][CH:29]=4)=[C:17]([C:19]([O:21][CH2:22][CH3:23])=[O:20])[N:18]=3)=[CH:13][C:5]1=2)(=O)C.C(O)C.Cl.C(=O)(O)[O-].[Na+]. Product: [O:7]1[CH2:8][CH2:9][NH:4][C:5]2[CH:13]=[C:12]([C:14]3[S:15][C:16]([N:24]([CH3:34])[CH2:25][CH2:26][O:27][C:28]4[CH:29]=[CH:30][CH:31]=[CH:32][CH:33]=4)=[C:17]([C:19]([O:21][CH2:22][CH3:23])=[O:20])[N:18]=3)[CH:11]=[CH:10][C:6]1=2. The catalyst class is: 25. (3) Reactant: [C:1]([C:5]1[CH:40]=[CH:39][C:8]([C:9]([NH:11][C:12]([NH:14][C:15]2[CH:16]=[CH:17][C:18]([NH:29][C:30](=[O:38])[C:31]3[CH:36]=[CH:35][CH:34]=[CH:33][C:32]=3[Cl:37])=[C:19]([NH:21]C(=O)OC(C)(C)C)[CH:20]=2)=[S:13])=[O:10])=[CH:7][CH:6]=1)([CH3:4])([CH3:3])[CH3:2].FC(F)(F)C(O)=O. Product: [ClH:37].[NH2:21][C:19]1[CH:20]=[C:15]([NH:14][C:12](=[S:13])[NH:11][C:9](=[O:10])[C:8]2[CH:7]=[CH:6][C:5]([C:1]([CH3:4])([CH3:2])[CH3:3])=[CH:40][CH:39]=2)[CH:16]=[CH:17][C:18]=1[NH:29][C:30](=[O:38])[C:31]1[CH:36]=[CH:35][CH:34]=[CH:33][C:32]=1[Cl:37]. The catalyst class is: 4. (4) Reactant: [Cl:1][C:2]1[CH:7]=[CH:6][C:5]([C:8]2[N:9]=[C:10]([CH2:24][C:25]#[N:26])[C:11]([C:21](O)=[O:22])=[N:12][C:13]=2[C:14]2[CH:19]=[CH:18][C:17]([Cl:20])=[CH:16][CH:15]=2)=[CH:4][CH:3]=1.Cl.[N:28]1([NH2:34])[CH2:33][CH2:32][CH2:31][CH2:30][CH2:29]1.C1CN([P+](ON2N=NC3C=CC=CC2=3)(N2CCCC2)N2CCCC2)CC1.F[P-](F)(F)(F)(F)F. Product: [Cl:1][C:2]1[CH:3]=[CH:4][C:5]([C:8]2[N:9]=[C:10]([CH2:24][C:25]#[N:26])[C:11]([C:21]([NH:34][N:28]3[CH2:33][CH2:32][CH2:31][CH2:30][CH2:29]3)=[O:22])=[N:12][C:13]=2[C:14]2[CH:15]=[CH:16][C:17]([Cl:20])=[CH:18][CH:19]=2)=[CH:6][CH:7]=1. The catalyst class is: 17. (5) Reactant: [C:1]([O:5][C:6](=[O:28])[CH2:7][O:8][C:9]1[CH:14]=[CH:13][C:12]([NH:15][C:16]([O:18][CH2:19][C:20]2[CH:25]=[CH:24][CH:23]=[CH:22][CH:21]=2)=[O:17])=[CH:11][C:10]=1[C:26]#[N:27])([CH3:4])([CH3:3])[CH3:2].[H-].[Na+].[CH3:31]I.[Cl-].[NH4+]. Product: [C:1]([O:5][C:6](=[O:28])[CH2:7][O:8][C:9]1[CH:14]=[CH:13][C:12]([N:15]([C:16]([O:18][CH2:19][C:20]2[CH:25]=[CH:24][CH:23]=[CH:22][CH:21]=2)=[O:17])[CH3:31])=[CH:11][C:10]=1[C:26]#[N:27])([CH3:4])([CH3:2])[CH3:3]. The catalyst class is: 9. (6) Reactant: [NH2:1][C:2]1[N:10]=[CH:9][CH:8]=[CH:7][C:3]=1[C:4]([OH:6])=O.ON1C2C=CC=CC=2N=N1.CCN=C=NCCCN(C)C.[Cl:32][C:33]1[CH:34]=[C:35]([CH:45]=[CH:46][CH:47]=1)[O:36][C:37]1[CH:38]=[C:39]([CH:42]=[CH:43][CH:44]=1)[CH2:40][NH2:41].C(=O)(O)[O-].[Na+]. Product: [Cl:32][C:33]1[CH:34]=[C:35]([CH:45]=[CH:46][CH:47]=1)[O:36][C:37]1[CH:38]=[C:39]([CH2:40][NH:41][C:4](=[O:6])[C:3]2[CH:7]=[CH:8][CH:9]=[N:10][C:2]=2[NH2:1])[CH:42]=[CH:43][CH:44]=1. The catalyst class is: 3. (7) Reactant: C(N(CC)C(C)C)(C)C.[F:10][C:11]1[CH:19]=[C:18]([N+:20]([O-:22])=[O:21])[CH:17]=[CH:16][C:12]=1[C:13]([OH:15])=O.[C:23]([O:27][C:28]([CH3:31])([CH3:30])[CH3:29])(=[O:26])[NH:24][NH2:25]. Product: [C:28]([O:27][C:23]([NH:24][NH:25][C:13](=[O:15])[C:12]1[CH:16]=[CH:17][C:18]([N+:20]([O-:22])=[O:21])=[CH:19][C:11]=1[F:10])=[O:26])([CH3:31])([CH3:30])[CH3:29]. The catalyst class is: 3. (8) Reactant: [Cl:1][C:2]1[CH:3]=[C:4](/[C:12](=[N:16]\[O:17][CH:18]2[CH2:22][CH2:21][CH2:20][CH2:19]2)/[C:13]([OH:15])=O)[CH:5]=[CH:6][C:7]=1[S:8]([CH3:11])(=[O:10])=[O:9].[N:23]1[CH:28]=[CH:27][CH:26]=[C:25]([CH2:29][N:30]2[CH:34]=[CH:33][C:32]([NH2:35])=[N:31]2)[CH:24]=1.C(N(CC)C(C)C)(C)C. Product: [Cl:1][C:2]1[CH:3]=[C:4](/[C:12](=[N:16]\[O:17][CH:18]2[CH2:22][CH2:21][CH2:20][CH2:19]2)/[C:13]([NH:35][C:32]2[CH:33]=[CH:34][N:30]([CH2:29][C:25]3[CH:24]=[N:23][CH:28]=[CH:27][CH:26]=3)[N:31]=2)=[O:15])[CH:5]=[CH:6][C:7]=1[S:8]([CH3:11])(=[O:9])=[O:10]. The catalyst class is: 2. (9) Reactant: C([N:8]1[CH2:17][CH2:16][C:15]2[C:14]([NH:18][C:19]([C:21]34[CH2:30][CH:25]5[CH2:26][CH:27]([CH2:29][CH:23]([CH2:24]5)[CH2:22]3)[CH2:28]4)=[O:20])=[N:13][CH:12]=[N:11][C:10]=2[CH2:9]1)C1C=CC=CC=1.[H][H]. Product: [N:11]1[C:10]2[CH2:9][NH:8][CH2:17][CH2:16][C:15]=2[C:14]([NH:18][C:19]([C:21]23[CH2:30][CH:25]4[CH2:24][CH:23]([CH2:29][CH:27]([CH2:26]4)[CH2:28]2)[CH2:22]3)=[O:20])=[N:13][CH:12]=1. The catalyst class is: 105. (10) The catalyst class is: 45. Product: [F:71][C:62]1[CH:63]=[C:64]([C:65]2[CH:70]=[CH:69][CH:68]=[CH:67][CH:66]=2)[C:58]2[O:57][CH:56]([CH2:55][NH2:52])[CH2:60][C:59]=2[CH:61]=1. Reactant: CC1C=CC(S(OCC2CC3C=C(F)C=C(C4C=CC=CC=4)C=3O2)(=O)=O)=CC=1.[N-]=[N+]=[N-].[Na+].N(CC1CC2C=C(Cl)C=C(C3C=CSC=3)C=2O1)=[N+]=[N-].[N:52]([CH2:55][CH:56]1[CH2:60][C:59]2[CH:61]=[C:62]([F:71])[CH:63]=[C:64]([C:65]3[CH:70]=[CH:69][CH:68]=[CH:67][CH:66]=3)[C:58]=2[O:57]1)=[N+]=[N-].[N-]=[N+]=[N-].